This data is from Full USPTO retrosynthesis dataset with 1.9M reactions from patents (1976-2016). The task is: Predict the reactants needed to synthesize the given product. (1) Given the product [F:9][CH:8]([F:10])[C:5]1[CH:6]=[CH:7][C:2]([B:12]2[O:16][C:15]([CH3:18])([CH3:17])[C:14]([CH3:20])([CH3:19])[O:13]2)=[CH:3][C:4]=1[F:11], predict the reactants needed to synthesize it. The reactants are: Br[C:2]1[CH:7]=[CH:6][C:5]([CH:8]([F:10])[F:9])=[C:4]([F:11])[CH:3]=1.[B:12]1([B:12]2[O:16][C:15]([CH3:18])([CH3:17])[C:14]([CH3:20])([CH3:19])[O:13]2)[O:16][C:15]([CH3:18])([CH3:17])[C:14]([CH3:20])([CH3:19])[O:13]1.C([O-])(=O)C.[K+]. (2) Given the product [NH2:1][C:2]1[N:7]=[CH:6][C:5]([CH2:8][CH2:9][CH2:10][OH:11])=[CH:4][CH:3]=1, predict the reactants needed to synthesize it. The reactants are: [NH2:1][C:2]1[N:7]=[CH:6][C:5]([C:8]#[C:9][CH2:10][OH:11])=[CH:4][CH:3]=1.NC1C=CC=CN=1. (3) Given the product [Cl:1][C:2]1[CH:3]=[C:4]([C:8]2[O:12][N:11]=[C:10]([C@H:13]([O:15][C:20]3[N:21]([CH3:31])[C:22]([C:25]4[CH:30]=[CH:29][N:28]=[CH:27][CH:26]=4)=[N:23][N:24]=3)[CH3:14])[CH:9]=2)[CH:5]=[CH:6][CH:7]=1, predict the reactants needed to synthesize it. The reactants are: [Cl:1][C:2]1[CH:3]=[C:4]([C:8]2[O:12][N:11]=[C:10]([C@H:13]([OH:15])[CH3:14])[CH:9]=2)[CH:5]=[CH:6][CH:7]=1.CS([C:20]1[N:21]([CH3:31])[C:22]([C:25]2[CH:30]=[CH:29][N:28]=[CH:27][CH:26]=2)=[N:23][N:24]=1)(=O)=O.C(=O)([O-])[O-].[Cs+].[Cs+].CS(C)=O. (4) Given the product [C:18]([O:22][C:23]([N:1]1[CH2:6][CH2:5][CH:4]([CH2:7][OH:8])[CH2:3][CH2:2]1)=[O:24])([CH3:21])([CH3:20])[CH3:19], predict the reactants needed to synthesize it. The reactants are: [NH:1]1[CH2:6][CH2:5][CH:4]([CH2:7][OH:8])[CH2:3][CH2:2]1.C(N(C(C)C)CC)(C)C.[C:18]([O:22][C:23](O[C:23]([O:22][C:18]([CH3:21])([CH3:20])[CH3:19])=[O:24])=[O:24])([CH3:21])([CH3:20])[CH3:19]. (5) Given the product [CH3:29][NH:31][C:17]([C:13]1[CH:12]=[C:11]2[C:16](=[CH:15][CH:14]=1)[N:8]([CH2:7][CH:4]1[CH2:5][CH2:6][O:1][CH2:2][CH2:3]1)[CH:9]=[C:10]2[C:20]([CH:22]1[C:23]([CH3:28])([CH3:27])[C:24]1([CH3:25])[CH3:26])=[O:21])=[O:18], predict the reactants needed to synthesize it. The reactants are: [O:1]1[CH2:6][CH2:5][CH:4]([CH2:7][N:8]2[C:16]3[C:11](=[CH:12][C:13]([C:17](O)=[O:18])=[CH:14][CH:15]=3)[C:10]([C:20]([CH:22]3[C:24]([CH3:26])([CH3:25])[C:23]3([CH3:28])[CH3:27])=[O:21])=[CH:9]2)[CH2:3][CH2:2]1.[C:29](N1C=CN=C1)([N:31]1C=CN=C1)=O.CN. (6) Given the product [CH3:26][N:25]([CH3:27])[C:23]1[CH:22]=[CH:21][C:20]2[C:7]3[NH:6][C:11](=[O:12])[C:10]([C:13]([OH:15])=[O:14])=[CH:9][C:8]=3[CH2:16][CH2:17][CH2:18][C:19]=2[CH:24]=1, predict the reactants needed to synthesize it. The reactants are: COC1C=C(OC)C=CC=1C[N:6]1[C:11](=[O:12])[C:10]([C:13]([OH:15])=[O:14])=[CH:9][C:8]2[CH2:16][CH2:17][CH2:18][C:19]3[CH:24]=[C:23]([N:25]([CH3:27])[CH3:26])[CH:22]=[CH:21][C:20]=3[C:7]1=2.[SiH](C(C)C)(C(C)C)C(C)C.C(O)(C(F)(F)F)=O. (7) Given the product [NH2:4][C:3]1[NH:12][CH:11]=[C:10]([C:23]2[CH:28]=[CH:27][C:26]([CH3:29])=[CH:25][CH:24]=2)[C:2]=1[C:1]#[N:5], predict the reactants needed to synthesize it. The reactants are: [C:1](#[N:5])[CH2:2][C:3]#[N:4].[OH-].[Na+].O.O=[C:10]([C:23]1[CH:28]=[CH:27][C:26]([CH3:29])=[CH:25][CH:24]=1)[CH2:11][N:12]1C(=O)C2C(=CC=CC=2)C1=O.